Dataset: Reaction yield outcomes from USPTO patents with 853,638 reactions. Task: Predict the reaction yield, written as a fraction of the theoretical maximum amount of product (1.0 means a 100% yield; for example, 0.34 means a 34% yield). (1) The product is [CH3:1][O:2][C:3](=[O:15])[C:4]1[CH:9]=[C:8]([C:23]#[C:22][C:16]2[CH:21]=[CH:20][CH:19]=[CH:18][CH:17]=2)[CH:7]=[CH:6][C:5]=1[O:11][CH2:12][CH2:13][CH3:14]. The reactants are [CH3:1][O:2][C:3](=[O:15])[C:4]1[CH:9]=[C:8](I)[CH:7]=[CH:6][C:5]=1[O:11][CH2:12][CH2:13][CH3:14].[C:16]1([C:22]#[CH:23])[CH:21]=[CH:20][CH:19]=[CH:18][CH:17]=1. The catalyst is C(NCC)C.[Cu]I. The yield is 0.620. (2) The reactants are [OH:1][C:2]1[C:11](=[O:12])[C:10]2[C:5](=[CH:6][CH:7]=[CH:8][CH:9]=2)[O:4][C:3]=1[C:13]1[CH:18]=[CH:17][C:16]([NH:19]C(=O)C)=[CH:15][CH:14]=1.Cl.C([O-])([O-])=O.[Na+].[Na+].C(Cl)Cl. The catalyst is C1COCC1. The product is [NH2:19][C:16]1[CH:17]=[CH:18][C:13]([C:3]2[O:4][C:5]3[C:10]([C:11](=[O:12])[C:2]=2[OH:1])=[CH:9][CH:8]=[CH:7][CH:6]=3)=[CH:14][CH:15]=1. The yield is 0.840. (3) The reactants are [NH2:1][CH:2]([CH2:6][CH2:7][C:8]([N:10]1[CH2:15][CH2:14][N:13]([C:16]([C:18]2[CH:23]=[CH:22][C:21]([CH2:24][CH2:25][CH2:26][CH3:27])=[CH:20][N:19]=2)=[O:17])[CH2:12][CH2:11]1)=[O:9])[C:3]([OH:5])=[O:4].C([O-])([O-])=O.[K+].[K+].[C:34](OC(=O)C)(=[O:36])[CH3:35].Cl. The catalyst is C(#N)C.O. The product is [C:34]([NH:1][CH:2]([CH2:6][CH2:7][C:8]([N:10]1[CH2:15][CH2:14][N:13]([C:16]([C:18]2[CH:23]=[CH:22][C:21]([CH2:24][CH2:25][CH2:26][CH3:27])=[CH:20][N:19]=2)=[O:17])[CH2:12][CH2:11]1)=[O:9])[C:3]([OH:5])=[O:4])(=[O:36])[CH3:35]. The yield is 0.780. (4) The reactants are [I:1]N1C(=O)CCC1=O.[Br:9][C:10]1[CH:16]=[CH:15][C:13]([NH2:14])=[CH:12][C:11]=1[F:17]. The catalyst is CC(O)=O.C1(C)C=CC=CC=1. The product is [Br:9][C:10]1[C:11]([F:17])=[CH:12][C:13]([NH2:14])=[C:15]([I:1])[CH:16]=1. The yield is 0.870. (5) The reactants are [CH2:1]([O:3][C:4](=[O:32])[CH:5]([C:10]1[CH:11]=[C:12]([C:22]2[CH:27]=[CH:26][C:25]([C:28]([F:31])([F:30])[F:29])=[CH:24][CH:23]=2)[CH:13]=[C:14]([CH:16]2[CH2:21][CH2:20][CH2:19][NH:18][CH2:17]2)[CH:15]=1)[CH2:6][CH:7]([CH3:9])[CH3:8])[CH3:2].N1CCC[C@H]1C(O)=O.C(=O)([O-])[O-].[K+].[K+].[F:47][C:48]1[CH:53]=[CH:52][C:51](I)=[CH:50][C:49]=1[F:55]. The catalyst is CS(C)=O.[I].[Cu]. The product is [CH2:1]([O:3][C:4](=[O:32])[CH:5]([C:10]1[CH:11]=[C:12]([C:22]2[CH:23]=[CH:24][C:25]([C:28]([F:29])([F:30])[F:31])=[CH:26][CH:27]=2)[CH:13]=[C:14]([CH:16]2[CH2:21][CH2:20][CH2:19][N:18]([C:51]3[CH:52]=[CH:53][C:48]([F:47])=[C:49]([F:55])[CH:50]=3)[CH2:17]2)[CH:15]=1)[CH2:6][CH:7]([CH3:9])[CH3:8])[CH3:2]. The yield is 0.370.